From a dataset of Full USPTO retrosynthesis dataset with 1.9M reactions from patents (1976-2016). Predict the reactants needed to synthesize the given product. (1) Given the product [Cl:36][C:37]1[CH:42]=[CH:41][C:40]([CH:43]([C:44]2[CH:49]=[CH:48][C:47]([Cl:50])=[CH:46][CH:45]=2)[N:8]2[CH2:13][CH2:12][N:11]([CH2:14][C:15]3[N:24]=[C:23]([NH:25][CH2:26][CH2:27][CH2:28][N:29]([CH3:30])[CH3:31])[C:22]4[C:17](=[CH:18][CH:19]=[CH:20][CH:21]=4)[N:16]=3)[C@@H:10]([CH2:32][CH:33]([CH3:35])[CH3:34])[CH2:9]2)=[CH:39][CH:38]=1, predict the reactants needed to synthesize it. The reactants are: C([N:8]1[CH2:13][CH2:12][N:11]([CH2:14][C:15]2[N:24]=[C:23]([NH:25][CH2:26][CH2:27][CH2:28][N:29]([CH3:31])[CH3:30])[C:22]3[C:17](=[CH:18][CH:19]=[CH:20][CH:21]=3)[N:16]=2)[C@@H:10]([CH2:32][CH:33]([CH3:35])[CH3:34])[CH2:9]1)C1C=CC=CC=1.[Cl:36][C:37]1[CH:42]=[CH:41][C:40]([CH:43](Cl)[C:44]2[CH:49]=[CH:48][C:47]([Cl:50])=[CH:46][CH:45]=2)=[CH:39][CH:38]=1.C(=O)([O-])[O-].[K+].[K+].[I-].[K+]. (2) The reactants are: [Cl:1][C:2]1[CH:7]=[C:6]([CH2:8][CH2:9][NH:10][C:11]2[N:16]=[C:15]([C:17]3[CH:22]=[CH:21][CH:20]=[C:19]([CH2:23][NH:24][CH:25]([CH3:27])[CH3:26])[CH:18]=3)[CH:14]=[CH:13][N:12]=2)[CH:5]=[CH:4][C:3]=1[OH:28].[CH3:29][C:30]1[N:38]=[CH:37][CH:36]=[CH:35][C:31]=1[C:32](O)=[O:33]. Given the product [Cl:1][C:2]1[CH:7]=[C:6]([CH2:8][CH2:9][NH:10][C:11]2[N:16]=[C:15]([C:17]3[CH:18]=[C:19]([CH:20]=[CH:21][CH:22]=3)[CH2:23][N:24]([CH:25]([CH3:26])[CH3:27])[C:32](=[O:33])[C:31]3[CH:35]=[CH:36][CH:37]=[N:38][C:30]=3[CH3:29])[CH:14]=[CH:13][N:12]=2)[CH:5]=[CH:4][C:3]=1[OH:28], predict the reactants needed to synthesize it. (3) The reactants are: [N:1]1[C:2]2[N:3]([N:8]=[CH:9][CH:10]=2)[C:4](=[O:7])[NH:5][CH:6]=1.[Br:11]N1C(=O)CCC1=O. Given the product [Br:11][C:10]1[CH:9]=[N:8][N:3]2[C:4](=[O:7])[NH:5][CH:6]=[N:1][C:2]=12, predict the reactants needed to synthesize it. (4) Given the product [O:11]1[CH2:23][CH2:24][O:25][CH:10]1[C:5]1[C:4]([N+:1]([O-:3])=[O:2])=[CH:9][CH:8]=[CH:7][N:6]=1, predict the reactants needed to synthesize it. The reactants are: [N+:1]([C:4]1[C:5]([CH:10]=[O:11])=[N:6][CH:7]=[CH:8][CH:9]=1)([O-:3])=[O:2].CC1C=CC(S(O)(=O)=O)=CC=1.[CH2:23](O)[CH2:24][OH:25].O. (5) Given the product [CH3:18][O:19][C:20]1[CH:27]=[CH:26][C:23]([CH2:24][N:4]2[CH2:5][C:6]3[CH:11]=[CH:10][C:9]([C:12]([O:14][CH:15]([CH3:17])[CH3:16])=[O:13])=[N:8][C:7]=3[O:1][CH2:2][CH2:3]2)=[CH:22][CH:21]=1, predict the reactants needed to synthesize it. The reactants are: [O:1]1[C:7]2[N:8]=[C:9]([C:12]([O:14][CH:15]([CH3:17])[CH3:16])=[O:13])[CH:10]=[CH:11][C:6]=2[CH2:5][NH:4][CH2:3][CH2:2]1.[CH3:18][O:19][C:20]1[CH:27]=[CH:26][C:23]([CH:24]=O)=[CH:22][CH:21]=1.[BH-](OC(C)=O)(OC(C)=O)OC(C)=O.[Na+]. (6) Given the product [CH3:2][C:3]1[CH:4]=[C:5]([N:10]2[CH:20]=[CH:19][C:12](=[O:15])[NH:11]2)[CH:6]=[CH:7][C:8]=1[CH3:9], predict the reactants needed to synthesize it. The reactants are: Cl.[CH3:2][C:3]1[CH:4]=[C:5]([NH:10][NH2:11])[CH:6]=[CH:7][C:8]=1[CH3:9].[C:12](=[O:15])([O-])[O-].[K+].[K+].Cl.[CH2:19](O)[CH3:20]. (7) The reactants are: [C:1]1([CH2:7][C:8]([OH:10])=[O:9])[CH:6]=[CH:5][CH:4]=[CH:3][CH:2]=1.S(=O)(=O)(O)O.[CH2:16](O)[CH3:17]. Given the product [CH2:16]([O:9][C:8](=[O:10])[CH2:7][C:1]1[CH:6]=[CH:5][CH:4]=[CH:3][CH:2]=1)[CH3:17], predict the reactants needed to synthesize it. (8) Given the product [CH:10]1([C:2]2[CH:3]=[N:4][CH:5]=[C:6]([CH:7]=2)[C:8]#[N:9])[CH2:12][CH2:11]1, predict the reactants needed to synthesize it. The reactants are: Br[C:2]1[CH:3]=[N:4][CH:5]=[C:6]([C:8]#[N:9])[CH:7]=1.[CH:10]1(B(O)O)[CH2:12][CH2:11]1.P([O-])([O-])([O-])=O.[K+].[K+].[K+]. (9) Given the product [C:1]([O:5][C:6](=[O:21])[NH:7][CH2:8][CH:9]1[CH2:13][CH2:12][NH:11][CH2:10]1)([CH3:4])([CH3:2])[CH3:3], predict the reactants needed to synthesize it. The reactants are: [C:1]([O:5][C:6](=[O:21])[NH:7][CH2:8][C@H:9]1[CH2:13][CH2:12][N:11](CC2C=CC=CC=2)[CH2:10]1)([CH3:4])([CH3:3])[CH3:2]. (10) The reactants are: [Br:1][C:2]1[CH:3]=[C:4]([CH:7]=[CH:8][C:9]=1[OH:10])[CH:5]=[O:6].C(=O)([O-])[O-].[Cs+].[Cs+].Br[CH2:18][C:19]([O:21][C:22]([CH3:25])([CH3:24])[CH3:23])=[O:20]. Given the product [Br:1][C:2]1[CH:3]=[C:4]([CH:5]=[O:6])[CH:7]=[CH:8][C:9]=1[O:10][CH2:18][C:19]([O:21][C:22]([CH3:25])([CH3:24])[CH3:23])=[O:20], predict the reactants needed to synthesize it.